This data is from Catalyst prediction with 721,799 reactions and 888 catalyst types from USPTO. The task is: Predict which catalyst facilitates the given reaction. (1) Reactant: [C:1]([O:5][C:6](=[O:31])[N:7]([CH2:15][CH2:16][C:17]1[CH:22]=[CH:21][C:20]([O:23][C:24]2[CH:29]=[CH:28][C:27]([NH2:30])=[CH:26][CH:25]=2)=[CH:19][CH:18]=1)[CH2:8][C:9]1[CH:14]=[CH:13][CH:12]=[CH:11][CH:10]=1)([CH3:4])([CH3:3])[CH3:2].[C:32](Cl)(=[O:39])[C:33]1[CH:38]=[CH:37][CH:36]=[CH:35][CH:34]=1.C(N(CC)CC)C. Product: [C:1]([O:5][C:6](=[O:31])[N:7]([CH2:15][CH2:16][C:17]1[CH:18]=[CH:19][C:20]([O:23][C:24]2[CH:29]=[CH:28][C:27]([NH:30][C:32](=[O:39])[C:33]3[CH:38]=[CH:37][CH:36]=[CH:35][CH:34]=3)=[CH:26][CH:25]=2)=[CH:21][CH:22]=1)[CH2:8][C:9]1[CH:10]=[CH:11][CH:12]=[CH:13][CH:14]=1)([CH3:4])([CH3:2])[CH3:3]. The catalyst class is: 154. (2) Reactant: [CH2:1]([NH:8][C:9]1[N:14]=[C:13]([NH:15][C:16]([C:18]2[CH:22]=[C:21]([C:23]3[CH:28]=[CH:27][C:26]([F:29])=[CH:25][CH:24]=3)[N:20](C3CCCCO3)[N:19]=2)=O)[CH:12]=[CH:11][CH:10]=1)[C:2]1[CH:7]=[CH:6][CH:5]=[CH:4][CH:3]=1.CO.Cl. Product: [CH2:1]([NH:8][C:9]1[CH:10]=[CH:11][CH:12]=[C:13]([NH:15][CH2:16][C:18]2[CH:22]=[C:21]([C:23]3[CH:24]=[CH:25][C:26]([F:29])=[CH:27][CH:28]=3)[NH:20][N:19]=2)[N:14]=1)[C:2]1[CH:7]=[CH:6][CH:5]=[CH:4][CH:3]=1. The catalyst class is: 1. (3) Reactant: [Cl:1][C:2]1[CH:3]=[C:4]([NH:8][C:9]([NH:11][C:12]([CH:14]2[CH2:19][CH2:18][CH2:17][CH2:16][CH2:15]2)=[O:13])=S)[CH:5]=[CH:6][CH:7]=1.CN(C)CCCN=C=NCC.[NH:31]1[C:39]2[C:34](=[CH:35][CH:36]=[C:37]([NH2:40])[CH:38]=2)[CH:33]=[N:32]1. Product: [NH:31]1[C:39]2[C:34](=[CH:35][CH:36]=[C:37]([NH:40]/[C:9](/[NH:8][C:4]3[CH:5]=[CH:6][CH:7]=[C:2]([Cl:1])[CH:3]=3)=[N:11]\[C:12]([CH:14]3[CH2:19][CH2:18][CH2:17][CH2:16][CH2:15]3)=[O:13])[CH:38]=2)[CH:33]=[N:32]1. The catalyst class is: 42. (4) Reactant: [F:1][C:2]1[CH:10]=[C:9]2[C:5]([C:6](=[O:25])[N:7]([CH:12]3[CH2:17][CH2:16][N:15]([C:18]([O:20][C:21]([CH3:24])([CH3:23])[CH3:22])=[O:19])[CH2:14][CH2:13]3)[CH:8]2[CH3:11])=[C:4](I)[CH:3]=1.[Cu][C:28]#[N:29].ClCCl.C(O)C. Product: [C:28]([C:4]1[CH:3]=[C:2]([F:1])[CH:10]=[C:9]2[C:5]=1[C:6](=[O:25])[N:7]([CH:12]1[CH2:13][CH2:14][N:15]([C:18]([O:20][C:21]([CH3:24])([CH3:23])[CH3:22])=[O:19])[CH2:16][CH2:17]1)[CH:8]2[CH3:11])#[N:29]. The catalyst class is: 9. (5) Reactant: [Cl:1][C:2]1[N:3]=[N:4][C:5]([C:8]2[CH:13]=[CH:12][CH:11]=[C:10]([NH2:14])[CH:9]=2)=[CH:6][CH:7]=1.[C:15](Cl)(=[O:25])[C:16]1[CH:24]=[CH:23][C:22]2[O:21][CH2:20][O:19][C:18]=2[CH:17]=1.CCN(C(C)C)C(C)C. Product: [Cl:1][C:2]1[N:3]=[N:4][C:5]([C:8]2[CH:9]=[C:10]([NH:14][C:15]([C:16]3[CH:24]=[CH:23][C:22]4[O:21][CH2:20][O:19][C:18]=4[CH:17]=3)=[O:25])[CH:11]=[CH:12][CH:13]=2)=[CH:6][CH:7]=1. The catalyst class is: 2.